Dataset: Full USPTO retrosynthesis dataset with 1.9M reactions from patents (1976-2016). Task: Predict the reactants needed to synthesize the given product. (1) Given the product [C:19]([O:22][C:23]([NH:1][C:2]1[CH:3]=[CH:4][C:5]([C:8]2[S:9][CH:10]=[C:11]([C:13]([OH:15])=[O:14])[N:12]=2)=[CH:6][CH:7]=1)=[O:24])([CH3:21])([CH3:20])[CH3:18], predict the reactants needed to synthesize it. The reactants are: [NH2:1][C:2]1[CH:7]=[CH:6][C:5]([C:8]2[S:9][CH:10]=[C:11]([C:13]([O:15]CC)=[O:14])[N:12]=2)=[CH:4][CH:3]=1.[CH3:18][C:19]([O:22][C:23](O[C:23]([O:22][C:19]([CH3:21])([CH3:20])[CH3:18])=[O:24])=[O:24])([CH3:21])[CH3:20]. (2) The reactants are: [C:1]([C:5]1[CH:6]=[C:7]([C@H:11]([NH:26][CH3:27])[CH2:12][N:13]2[CH2:17][CH2:16][C@H:15]([O:18][Si](C(C)(C)C)(C)C)[CH2:14]2)[CH:8]=[CH:9][CH:10]=1)#[C:2][CH2:3][CH3:4].Cl.C([O-])(O)=O.[Na+]. Given the product [C:1]([C:5]1[CH:6]=[C:7]([C@H:11]([NH:26][CH3:27])[CH2:12][N:13]2[CH2:17][CH2:16][C@H:15]([OH:18])[CH2:14]2)[CH:8]=[CH:9][CH:10]=1)#[C:2][CH2:3][CH3:4], predict the reactants needed to synthesize it. (3) The reactants are: Br[C:2]1[CH:3]=[C:4]([C:8](=[O:24])[C:9]([C:11]2[CH:16]=[CH:15][C:14]([O:17][CH:18]([F:20])[F:19])=[C:13]([CH:21]3[CH2:23][CH2:22]3)[CH:12]=2)=[O:10])[CH:5]=[CH:6][CH:7]=1.[Al].[CH:26]#[C:27][CH2:28][CH3:29]. Given the product [C:26]([C:2]1[CH:3]=[C:4]([C:8](=[O:24])[C:9]([C:11]2[CH:16]=[CH:15][C:14]([O:17][CH:18]([F:20])[F:19])=[C:13]([CH:21]3[CH2:23][CH2:22]3)[CH:12]=2)=[O:10])[CH:5]=[CH:6][CH:7]=1)#[C:27][CH2:28][CH3:29], predict the reactants needed to synthesize it. (4) The reactants are: [CH3:1][O:2][C:3]([C:5]1[C:14]2[C:9](=[CH:10][C:11]([OH:15])=[CH:12][CH:13]=2)[CH:8]=[CH:7][CH:6]=1)=[O:4].C(N(C(C)C)CC)(C)C.[F:25][C:26]([F:39])([F:38])[S:27](O[S:27]([C:26]([F:39])([F:38])[F:25])(=[O:29])=[O:28])(=[O:29])=[O:28]. Given the product [CH3:1][O:2][C:3]([C:5]1[C:14]2[C:9](=[CH:10][C:11]([O:15][S:27]([C:26]([F:39])([F:38])[F:25])(=[O:29])=[O:28])=[CH:12][CH:13]=2)[CH:8]=[CH:7][CH:6]=1)=[O:4], predict the reactants needed to synthesize it. (5) Given the product [CH2:20]([O:19][C:12]([C:2]1[N:1]=[CH:31][N:4]([C:5]2[N:22]=[CH:25][C:26]3[C:7]([CH:6]=2)=[CH:8][CH:9]=[CH:10][CH:11]=3)[CH:3]=1)=[O:16])[CH3:21], predict the reactants needed to synthesize it. The reactants are: [NH2:1][C:2]1[CH:3]=[N:4][C:5]2[C:10]([CH:11]=1)=[CH:9][CH:8]=[CH:7][CH:6]=2.[CH:12]([O:19][CH2:20][CH3:21])([O:16]CC)OCC.[N+:22]([CH2:25][C:26](OCC)=O)([O-])=O.[C:31](O)(=O)C. (6) Given the product [ClH:19].[NH2:11][CH2:10][C:4]1[C:5](=[O:9])[NH:6][N:7]([CH3:8])[C:3]=1[O:2][CH3:1], predict the reactants needed to synthesize it. The reactants are: [CH3:1][O:2][C:3]1[N:7]([CH3:8])[NH:6][C:5](=[O:9])[C:4]=1[CH2:10][NH:11]C(=O)OC(C)(C)C.[ClH:19].